This data is from Full USPTO retrosynthesis dataset with 1.9M reactions from patents (1976-2016). The task is: Predict the reactants needed to synthesize the given product. Given the product [Br:1][C:2]1[CH:3]=[C:4]([CH:8]=[C:9]([S:12]([CH3:15])(=[O:14])=[O:13])[C:10]=1[F:11])[C:5]([N:18]([CH3:17])[CH2:19][CH2:20][CH3:21])=[O:7], predict the reactants needed to synthesize it. The reactants are: [Br:1][C:2]1[CH:3]=[C:4]([CH:8]=[C:9]([S:12]([CH3:15])(=[O:14])=[O:13])[C:10]=1[F:11])[C:5]([OH:7])=O.Cl.[CH3:17][N:18](C)[CH2:19][CH2:20][CH2:21]N=C=NCC.ON1C2C=CC=CC=2N=N1.CNCCC.C(N(CC)CC)C.